From a dataset of Full USPTO retrosynthesis dataset with 1.9M reactions from patents (1976-2016). Predict the reactants needed to synthesize the given product. (1) Given the product [NH2:40][CH:31]([CH2:32][C:33]1[CH:38]=[CH:37][C:36]([OH:39])=[CH:35][CH:34]=1)[C:30]([NH:29][CH2:28][C:27]([CH3:50])([CH3:49])[CH2:26][CH2:25][CH2:24][CH2:23][O:22][C:20]1[CH:19]=[CH:18][CH:17]=[C:16]([C:13]2[CH:14]=[CH:15][C:10]([C:8]3[CH:7]=[CH:6][C:5]4[O:1][CH2:2][O:3][C:4]=4[CH:9]=3)=[CH:11][CH:12]=2)[N:21]=1)=[O:48], predict the reactants needed to synthesize it. The reactants are: [O:1]1[C:5]2[CH:6]=[CH:7][C:8]([C:10]3[CH:15]=[CH:14][C:13]([C:16]4[N:21]=[C:20]([O:22][CH2:23][CH2:24][CH2:25][CH2:26][C:27]([CH3:50])([CH3:49])[CH2:28][NH:29][C:30](=[O:48])[CH:31]([NH:40]C(OC(C)(C)C)=O)[CH2:32][C:33]5[CH:38]=[CH:37][C:36]([OH:39])=[CH:35][CH:34]=5)[CH:19]=[CH:18][CH:17]=4)=[CH:12][CH:11]=3)=[CH:9][C:4]=2[O:3][CH2:2]1.FC(F)(F)C(O)=O. (2) Given the product [CH3:30][O:31][C:2]1[CH:11]=[C:10]2[C:5]([CH:6]=[C:7]([C:14]3[CH:15]=[C:16]([NH:21][C:22](=[O:29])[C:23]4[CH:28]=[CH:27][CH:26]=[CH:25][CH:24]=4)[CH:17]=[CH:18][C:19]=3[CH3:20])[C:8](=[O:13])[N:9]2[CH3:12])=[CH:4][N:3]=1, predict the reactants needed to synthesize it. The reactants are: Cl[C:2]1[CH:11]=[C:10]2[C:5]([CH:6]=[C:7]([C:14]3[CH:15]=[C:16]([NH:21][C:22](=[O:29])[C:23]4[CH:28]=[CH:27][CH:26]=[CH:25][CH:24]=4)[CH:17]=[CH:18][C:19]=3[CH3:20])[C:8](=[O:13])[N:9]2[CH3:12])=[CH:4][N:3]=1.[CH3:30][O-:31].[Na+].